Dataset: Peptide-MHC class II binding affinity with 134,281 pairs from IEDB. Task: Regression. Given a peptide amino acid sequence and an MHC pseudo amino acid sequence, predict their binding affinity value. This is MHC class II binding data. The peptide sequence is ADCGAGFFDPLTRGV. The MHC is DRB1_0101 with pseudo-sequence DRB1_0101. The binding affinity (normalized) is 0.354.